Dataset: TCR-epitope binding with 47,182 pairs between 192 epitopes and 23,139 TCRs. Task: Binary Classification. Given a T-cell receptor sequence (or CDR3 region) and an epitope sequence, predict whether binding occurs between them. The epitope is GTITSGWTF. The TCR CDR3 sequence is CASSSLGDYNEQFF. Result: 0 (the TCR does not bind to the epitope).